From a dataset of Reaction yield outcomes from USPTO patents with 853,638 reactions. Predict the reaction yield, written as a fraction of the theoretical maximum amount of product (1.0 means a 100% yield; for example, 0.34 means a 34% yield). (1) The reactants are [CH2:1]([Mg]Br)[CH3:2].[Cl:5][C:6]1[N:11]=[C:10](Cl)[CH:9]=[CH:8][N:7]=1.[NH4+].[Cl-]. The catalyst is C1COCC1. The product is [Cl:5][C:6]1[N:11]=[C:10]([CH2:1][CH3:2])[CH:9]=[CH:8][N:7]=1. The yield is 0.279. (2) The reactants are [OH:1][C:2]1[CH:3]=[C:4]([CH:9]=[C:10]([O:12][CH3:13])[CH:11]=1)[C:5]([O:7][CH3:8])=[O:6].C([O-])([O-])=O.[K+].[K+].Br[CH2:21][CH2:22][O:23][CH2:24][C:25]1[CH:30]=[CH:29][CH:28]=[CH:27][CH:26]=1. The catalyst is CN(C=O)C.CCOC(C)=O. The product is [CH2:24]([O:23][CH2:22][CH2:21][O:1][C:2]1[CH:3]=[C:4]([CH:9]=[C:10]([O:12][CH3:13])[CH:11]=1)[C:5]([O:7][CH3:8])=[O:6])[C:25]1[CH:30]=[CH:29][CH:28]=[CH:27][CH:26]=1. The yield is 0.900.